From a dataset of Reaction yield outcomes from USPTO patents with 853,638 reactions. Predict the reaction yield, written as a fraction of the theoretical maximum amount of product (1.0 means a 100% yield; for example, 0.34 means a 34% yield). (1) The reactants are [C:1]([C:4]1[O:5][CH:6]=[CH:7][CH:8]=1)(=O)[CH3:2].[Br-].[Br-].[Br-].C([N+](CCCC)(CCCC)CCCC)CCC.C([N+](CCCC)(CCCC)CCCC)CCC.C([N+](CCCC)(CCCC)CCCC)CCC.[NH2:63][C:64]([NH2:66])=[S:65]. The catalyst is ClCCl.CO. The product is [NH2:66][C:64]1[S:65][CH:2]=[C:1]([C:4]2[O:5][CH:6]=[CH:7][CH:8]=2)[N:63]=1. The yield is 0.200. (2) The reactants are Br[C:2]1[CH:3]=[C:4]([O:9][CH:10]([F:12])[F:11])[C:5]([NH2:8])=[N:6][CH:7]=1.[O:13]1CCO[BH:14]1.[CH:18]1(P(C2CCCCC2)C2CCCCC2)[CH2:23]CCC[CH2:19]1.[C:37]([O-:40])(=O)[CH3:38].[K+].O1CCOC[CH2:43]1. The catalyst is C1C=CC(/C=C/C(/C=C/C2C=CC=CC=2)=O)=CC=1.C1C=CC(/C=C/C(/C=C/C2C=CC=CC=2)=O)=CC=1.C1C=CC(/C=C/C(/C=C/C2C=CC=CC=2)=O)=CC=1.[Pd].[Pd]. The product is [F:11][CH:10]([F:12])[O:9][C:4]1[C:5]([NH2:8])=[N:6][CH:7]=[C:2]([B:14]2[O:13][C:18]([CH3:23])([CH3:19])[C:37]([CH3:38])([CH3:43])[O:40]2)[CH:3]=1. The yield is 0.340. (3) The reactants are [F:1][C:2]([F:17])([CH2:12][C@@H:13]([CH3:16])[CH2:14][CH3:15])[C:3](=[O:11])[CH2:4]P(=O)(OC)OC.O.[OH-].[Li+].[C:21]([O:24][C@@H:25]1[C@H:29]([CH2:30][CH2:31][CH2:32][CH2:33][CH2:34][CH2:35][C:36]([O:38][CH3:39])=[O:37])[C@@H:28]([CH:40]=O)[C@H:27]([O:42][CH:43]2[CH2:48][CH2:47][CH2:46][CH2:45][O:44]2)[CH2:26]1)(=[O:23])[CH3:22]. The catalyst is COC(C)(C)C.O. The product is [C:21]([O:24][C@@H:25]1[C@H:29]([CH2:30][CH2:31][CH2:32][CH2:33][CH2:34][CH2:35][C:36]([O:38][CH3:39])=[O:37])[C@@H:28](/[CH:40]=[CH:4]/[C:3](=[O:11])[C:2]([F:1])([F:17])[CH2:12][C@@H:13]([CH3:16])[CH2:14][CH3:15])[C@H:27]([O:42][CH:43]2[CH2:48][CH2:47][CH2:46][CH2:45][O:44]2)[CH2:26]1)(=[O:23])[CH3:22]. The yield is 0.858.